Dataset: Forward reaction prediction with 1.9M reactions from USPTO patents (1976-2016). Task: Predict the product of the given reaction. (1) Given the reactants [C:1]([O:5][C:6]([N:8]1[CH2:12][CH2:11][C@H:10]([N:13]([CH2:21][C:22]2[CH:27]=[C:26]([C:28]([F:31])([F:30])[F:29])[CH:25]=[C:24]([C:32]([F:35])([F:34])[F:33])[CH:23]=2)[C:14]2[N:19]=[CH:18][C:17](Br)=[CH:16][N:15]=2)[CH2:9]1)=[O:7])([CH3:4])([CH3:3])[CH3:2].[CH3:36][N:37]1[CH:41]=[CH:40][C:39](B2OC(C)(C)C(C)(C)O2)=[N:38]1.C(=O)([O-])O.[Na+].O, predict the reaction product. The product is: [C:1]([O:5][C:6]([N:8]1[CH2:12][CH2:11][C@H:10]([N:13]([CH2:21][C:22]2[CH:27]=[C:26]([C:28]([F:31])([F:30])[F:29])[CH:25]=[C:24]([C:32]([F:35])([F:34])[F:33])[CH:23]=2)[C:14]2[N:19]=[CH:18][C:17]([C:40]3[CH:39]=[N:38][N:37]([CH3:36])[CH:41]=3)=[CH:16][N:15]=2)[CH2:9]1)=[O:7])([CH3:4])([CH3:3])[CH3:2]. (2) Given the reactants Br[C:2]1[CH:11]=[C:10]([F:12])[C:9]([N+:13]([O-:15])=[O:14])=[CH:8][C:3]=1[C:4]([O:6][CH3:7])=[O:5].[CH:16]1(OB(O)O)[CH2:18][CH2:17]1.C1(P(C2CCCCC2)C2CCCCC2)CCCCC1.P([O-])([O-])([O-])=O.[K+].[K+].[K+], predict the reaction product. The product is: [CH:16]1([C:2]2[CH:11]=[C:10]([F:12])[C:9]([N+:13]([O-:15])=[O:14])=[CH:8][C:3]=2[C:4]([O:6][CH3:7])=[O:5])[CH2:18][CH2:17]1. (3) Given the reactants Br[CH2:2][CH2:3][CH2:4][CH2:5][C:6]([C:8]1[O:9][C:10]([C:13]2[CH:18]=[CH:17][CH:16]=[CH:15][N:14]=2)=[CH:11][N:12]=1)=[O:7].[CH3:19][NH:20][CH2:21][C:22]1[CH:27]=[CH:26][CH:25]=[CH:24][CH:23]=1.C([O-])([O-])=O.[K+].[K+], predict the reaction product. The product is: [CH2:21]([N:20]([CH3:19])[CH2:2][CH2:3][CH2:4][CH2:5][C:6]([C:8]1[O:9][C:10]([C:13]2[CH:18]=[CH:17][CH:16]=[CH:15][N:14]=2)=[CH:11][N:12]=1)=[O:7])[C:22]1[CH:27]=[CH:26][CH:25]=[CH:24][CH:23]=1. (4) Given the reactants Br[C:2]1[C:7]([F:8])=[CH:6][CH:5]=[CH:4][C:3]=1[Cl:9].[NH2:10][C:11]1[CH:16]=[CH:15][C:14]([CH3:17])=[CH:13][CH:12]=1.C1(P(C2C=CC=CC=2)C2C=CC3C(=CC=CC=3)C=2C2C3C(=CC=CC=3)C=CC=2P(C2C=CC=CC=2)C2C=CC=CC=2)C=CC=CC=1.Cl.C, predict the reaction product. The product is: [Cl:9][C:3]1[CH:4]=[CH:5][CH:6]=[C:7]([F:8])[C:2]=1[NH:10][C:11]1[CH:16]=[CH:15][C:14]([CH3:17])=[CH:13][CH:12]=1. (5) The product is: [Cl:1][C:2]1[N:3]=[CH:4][C:5]2[N:11]3[C:10]([C:9]([CH3:14])([CH3:13])[CH2:8][N:7]([CH:15]4[CH2:19][CH2:18][CH2:17][CH2:16]4)[C:6]=2[N:20]=1)=[N:22][N:21]=[CH:24]3. Given the reactants [Cl:1][C:2]1[N:3]=[CH:4][C:5]2[NH:11][C:10](=O)[C:9]([CH3:14])([CH3:13])[CH2:8][N:7]([CH:15]3[CH2:19][CH2:18][CH2:17][CH2:16]3)[C:6]=2[N:20]=1.[NH2:21][NH2:22].O1CCC[CH2:24]1.C([O-])(O)=O.[Na+], predict the reaction product. (6) Given the reactants [Si]([O:8][CH2:9][CH2:10][N:11]1[CH:15]=[C:14]([NH2:16])[CH:13]=[N:12]1)(C(C)(C)C)(C)C.Br[C:18]1[C:19](=[O:26])[N:20]([CH3:25])[CH:21]=[C:22]([Br:24])[N:23]=1, predict the reaction product. The product is: [Br:24][C:22]1[N:23]=[C:18]([NH:16][C:14]2[CH:13]=[N:12][N:11]([CH2:10][CH2:9][OH:8])[CH:15]=2)[C:19](=[O:26])[N:20]([CH3:25])[CH:21]=1. (7) Given the reactants Br[C:2]1[CH:7]=[CH:6][C:5]([F:8])=[CH:4][C:3]=1[N+:9]([O-:11])=[O:10].C(=O)([O-])[O-].[K+].[K+].[CH3:18][O:19][C:20]1[CH:25]=[CH:24][C:23](B(O)O)=[CH:22][CH:21]=1.OO, predict the reaction product. The product is: [F:8][C:5]1[CH:6]=[CH:7][C:2]([C:23]2[CH:24]=[CH:25][C:20]([O:19][CH3:18])=[CH:21][CH:22]=2)=[C:3]([N+:9]([O-:11])=[O:10])[CH:4]=1.